Task: Predict which catalyst facilitates the given reaction.. Dataset: Catalyst prediction with 721,799 reactions and 888 catalyst types from USPTO (1) Reactant: C(OC([N:8]1[CH2:13][CH2:12][N:11]([C:14]2[CH:19]=[CH:18][C:17]([C:20]3[N:24]=[C:23]([CH2:25][CH3:26])[O:22][N:21]=3)=[CH:16][C:15]=2[F:27])[CH2:10][CH2:9]1)=O)(C)(C)C.[C:28](O)([C:30](F)(F)F)=[O:29]. Product: [CH2:13]([N:8]([CH2:9][CH3:10])[C:28](=[O:29])[CH:30]([N:8]1[CH2:13][CH2:12][N:11]([C:14]2[CH:19]=[CH:18][C:17]([C:20]3[N:24]=[C:23]([CH2:25][CH3:26])[O:22][N:21]=3)=[CH:16][C:15]=2[F:27])[CH2:10][CH2:9]1)[C:16]1[CH:15]=[CH:14][CH:19]=[CH:18][CH:17]=1)[CH3:12]. The catalyst class is: 2. (2) Product: [Cl:19][C:3]1[C:2]2[N:1]=[C:20]([CH3:21])[N:8]([NH:9][C:10](=[O:11])[O:12][C:13]([CH3:14])([CH3:15])[CH3:16])[C:7]=2[C:6]([CH3:17])=[C:5]([CH3:18])[N:4]=1. Reactant: [NH2:1][C:2]1[C:3]([Cl:19])=[N:4][C:5]([CH3:18])=[C:6]([CH3:17])[C:7]=1[NH:8][NH:9][C:10]([O:12][C:13]([CH3:16])([CH3:15])[CH3:14])=[O:11].[C:20](OCC)(OCC)(OCC)[CH3:21].Cl.N1C=CC=CC=1. The catalyst class is: 11. (3) Reactant: [N+](C1C=CC(CCN)=CC=1)([O-])=O.[CH3:13][O:14][C:15]1[CH:23]=[C:22]2[C:18]([C:19]([CH2:24][CH2:25][NH:26][C:27]3[CH:32]=[C:31]([C:33]4[CH:38]=[CH:37][CH:36]=[C:35]([O:39][CH3:40])[CH:34]=4)[N:30]=[C:29]([O:41][CH3:42])[N:28]=3)=[CH:20][NH:21]2)=[CH:17][CH:16]=1.[ClH:43]. Product: [ClH:43].[CH3:13][O:14][C:15]1[CH:23]=[C:22]2[C:18]([C:19]([CH2:24][CH2:25][NH:26][C:27]3[CH:32]=[C:31]([C:33]4[CH:38]=[CH:37][CH:36]=[C:35]([O:39][CH3:40])[CH:34]=4)[N:30]=[C:29]([O:41][CH3:42])[N:28]=3)=[CH:20][NH:21]2)=[CH:17][CH:16]=1. The catalyst class is: 863. (4) Reactant: CC([O-])(C)C.[Na+].P(C(C)(C)C)(C(C)(C)C)C(C)(C)C.Br[C:21]1[C:22]([CH3:41])=[C:23]([C:37]([CH3:40])=[CH:38][CH:39]=1)[CH2:24][O:25][C:26]1[CH:27]=[CH:28][CH:29]=[C:30]2[C:35]=1[N:34]=[C:33]([CH3:36])[CH:32]=[CH:31]2.[C:42]([O:46][C:47](=[O:53])[C@H:48]1[CH2:52][CH2:51][CH2:50][NH:49]1)([CH3:45])([CH3:44])[CH3:43]. Product: [C:42]([O:46][C:47]([C@H:48]1[CH2:52][CH2:51][CH2:50][N:49]1[C:21]1[CH:39]=[CH:38][C:37]([CH3:40])=[C:23]([CH2:24][O:25][C:26]2[CH:27]=[CH:28][CH:29]=[C:30]3[C:35]=2[N:34]=[C:33]([CH3:36])[CH:32]=[CH:31]3)[C:22]=1[CH3:41])=[O:53])([CH3:45])([CH3:43])[CH3:44]. The catalyst class is: 11. (5) Reactant: [Br:1][C:2]1[CH:8]=[CH:7][C:5]([NH2:6])=[C:4]([F:9])[CH:3]=1.C[Si]([N-][Si](C)(C)C)(C)C.[Li+].Cl[C:21]1[N:22]([CH3:32])[C:23](=[O:31])[CH:24]=[CH:25][C:26]=1[C:27]([O:29][CH3:30])=[O:28]. Product: [Br:1][C:2]1[CH:8]=[CH:7][C:5]([NH:6][C:21]2[N:22]([CH3:32])[C:23](=[O:31])[CH:24]=[CH:25][C:26]=2[C:27]([O:29][CH3:30])=[O:28])=[C:4]([F:9])[CH:3]=1. The catalyst class is: 1.